This data is from Full USPTO retrosynthesis dataset with 1.9M reactions from patents (1976-2016). The task is: Predict the reactants needed to synthesize the given product. (1) Given the product [Cl:1][C:2]1[CH:3]=[CH:4][C:5]([O:32][C:33]2[C:34]([F:60])=[CH:35][C:36]([S:40]([NH:41][C:42]3[S:46][N:45]=[CH:44][N:43]=3)(=[O:59])=[O:58])=[C:37]([F:39])[CH:38]=2)=[C:6]([C:8]2[CH:9]=[CH:10][C:11]3[O:15][N:14]=[C:13]([NH:16][CH3:17])[C:12]=3[CH:31]=2)[CH:7]=1, predict the reactants needed to synthesize it. The reactants are: [Cl:1][C:2]1[CH:3]=[CH:4][C:5]([O:32][C:33]2[CH:38]=[C:37]([F:39])[C:36]([S:40](=[O:59])(=[O:58])[N:41](CC3C=CC(OC)=CC=3OC)[C:42]3[S:46][N:45]=[CH:44][N:43]=3)=[CH:35][C:34]=2[F:60])=[C:6]([C:8]2[CH:9]=[CH:10][C:11]3[O:15][N:14]=[C:13]([N:16](C(OC(C)(C)C)=O)[C:17](OC(C)(C)C)=O)[C:12]=3[CH:31]=2)[CH:7]=1.ClC1C=CC(OC2C=C(F)C(S(=O)(=O)N(CC3C=CC(OC)=CC=3OC)C3SN=CN=3)=CC=2F)=C(C2C=CC3ON=C(N(C)C(=O)OC(C)(C)C)C=3C=2)C=1. (2) Given the product [N+:1]([C:4]1[CH:12]=[CH:11][C:7]([C:8]([N:32]2[CH2:33][CH2:34][N:29]([CH3:28])[CH2:30][CH2:31]2)=[O:10])=[C:6]([C:13]([F:16])([F:15])[F:14])[CH:5]=1)([O-:3])=[O:2], predict the reactants needed to synthesize it. The reactants are: [N+:1]([C:4]1[CH:12]=[CH:11][C:7]([C:8]([OH:10])=O)=[C:6]([C:13]([F:16])([F:15])[F:14])[CH:5]=1)([O-:3])=[O:2].CN(C=O)C.C(Cl)(=O)C(Cl)=O.[CH3:28][N:29]1[CH2:34][CH2:33][NH:32][CH2:31][CH2:30]1. (3) Given the product [OH:8][CH2:9][CH2:10][N:11]([CH:42]([CH3:44])[CH3:43])[C:12]([C:14]1[C:19]([O:20][CH2:21][C:22]2[CH:27]=[CH:26][CH:25]=[CH:24][CH:23]=2)=[C:18]([OH:28])[N:17]=[C:16]([CH2:29][C:30]2([C:36]3[CH:37]=[CH:38][CH:39]=[CH:40][CH:41]=3)[CH2:35][CH2:34][CH2:33][CH2:32][CH2:31]2)[N:15]=1)=[O:13], predict the reactants needed to synthesize it. The reactants are: [Si]([O:8][CH2:9][CH2:10][N:11]([CH:42]([CH3:44])[CH3:43])[C:12]([C:14]1[C:19]([O:20][CH2:21][C:22]2[CH:27]=[CH:26][CH:25]=[CH:24][CH:23]=2)=[C:18]([OH:28])[N:17]=[C:16]([CH2:29][C:30]2([C:36]3[CH:41]=[CH:40][CH:39]=[CH:38][CH:37]=3)[CH2:35][CH2:34][CH2:33][CH2:32][CH2:31]2)[N:15]=1)=[O:13])(C(C)(C)C)(C)C.Cl. (4) The reactants are: Cl[C:2]1[C:3](=[O:24])[N:4]([CH2:16][CH2:17][C:18]2[CH:23]=[CH:22][CH:21]=[CH:20][CH:19]=2)[C:5]([C:9]2[CH:14]=[CH:13][CH:12]=[CH:11][C:10]=2[OH:15])=[N:6][C:7]=1[CH3:8].[CH3:25][C:26]1[CH:27]=[C:28]([Sn](CCCC)(CCCC)CCCC)[CH:29]=[CH:30][CH:31]=1.C([Sn](CCCC)(CCCC)C1C=NC=CN=1)CCC.B(Br)(Br)Br. Given the product [OH:15][C:10]1[CH:11]=[CH:12][CH:13]=[CH:14][C:9]=1[C:5]1[N:4]([CH2:16][CH2:17][C:18]2[CH:23]=[CH:22][CH:21]=[CH:20][CH:19]=2)[C:3](=[O:24])[C:2]([C:30]2[CH:29]=[CH:28][CH:27]=[C:26]([CH3:25])[CH:31]=2)=[C:7]([CH3:8])[N:6]=1, predict the reactants needed to synthesize it. (5) The reactants are: [Na].Cl.[NH2:3][C:4]([NH2:6])=[NH:5].[NH2:7][C:8]1[C:9]([C:21](OC)=[O:22])=[N:10][C:11]([Cl:20])=[C:12]([C:14]2[CH:19]=[CH:18][CH:17]=[CH:16][CH:15]=2)[N:13]=1. Given the product [C:4]([NH:6][C:21]([C:9]1[C:8]([NH2:7])=[N:13][C:12]([C:14]2[CH:19]=[CH:18][CH:17]=[CH:16][CH:15]=2)=[C:11]([Cl:20])[N:10]=1)=[O:22])(=[NH:3])[NH2:5], predict the reactants needed to synthesize it.